Dataset: Full USPTO retrosynthesis dataset with 1.9M reactions from patents (1976-2016). Task: Predict the reactants needed to synthesize the given product. (1) The reactants are: C([O:3][C:4](=[O:24])[C:5]1[CH:10]=[CH:9][C:8]([NH:11][C:12]2[N:17]=[C:16]([C:18]3[CH:23]=[N:22][CH:21]=[CH:20][N:19]=3)[CH:15]=[CH:14][N:13]=2)=[CH:7][CH:6]=1)C.C(OC(=O)C1C=CC(NC2N=C(C3C=NC=CC=3)C=CN=2)=CC=1)C. Given the product [N:19]1[CH:20]=[CH:21][N:22]=[CH:23][C:18]=1[C:16]1[CH:15]=[CH:14][N:13]=[C:12]([NH:11][C:8]2[CH:7]=[CH:6][C:5]([C:4]([OH:24])=[O:3])=[CH:10][CH:9]=2)[N:17]=1, predict the reactants needed to synthesize it. (2) Given the product [NH2:10][C:5]1[C:6]([S:8][CH3:9])=[CH:7][C:2]([F:1])=[C:3]([S:13]([NH:16][CH3:17])(=[O:15])=[O:14])[CH:4]=1, predict the reactants needed to synthesize it. The reactants are: [F:1][C:2]1[CH:7]=[C:6]([S:8][CH3:9])[C:5]([N+:10]([O-])=O)=[CH:4][C:3]=1[S:13]([NH:16][CH3:17])(=[O:15])=[O:14].[BH4-].[Na+]. (3) Given the product [ClH:39].[CH2:31]1[C:22]2[C:21]3[CH:20]=[CH:19][C:18]([N:3]4[CH:4]=[CH:5][C:6]([C:8]5[N:9]=[N:10][C:11]([C:14]([F:15])([F:17])[F:16])=[CH:12][CH:13]=5)=[CH:7][C:2]4=[O:1])=[CH:26][C:25]=3[NH:24][C:23]=2[CH2:27][CH2:28][CH2:29][NH:30]1, predict the reactants needed to synthesize it. The reactants are: [O:1]=[C:2]1[CH:7]=[C:6]([C:8]2[N:9]=[N:10][C:11]([C:14]([F:17])([F:16])[F:15])=[CH:12][CH:13]=2)[CH:5]=[CH:4][N:3]1[C:18]1[CH:19]=[CH:20][C:21]2[C:22]3[CH2:31][N:30](C(OC(C)(C)C)=O)[CH2:29][CH2:28][CH2:27][C:23]=3[NH:24][C:25]=2[CH:26]=1.[ClH:39]. (4) Given the product [F:43][C:44]1[CH:45]=[C:46]([CH:62]=[CH:63][CH:64]=1)[CH2:47][N:48]1[CH:52]=[C:51]([C:2]2[C:10]3[C:5](=[N:6][CH:7]=[C:8]([C:11]4[CH:16]=[CH:15][C:14]([N:17]5[CH2:22][CH2:21][N:20]([C:23]([O:25][C:26]([CH3:29])([CH3:28])[CH3:27])=[O:24])[CH2:19][CH2:18]5)=[C:13]([N+:30]([O-:32])=[O:31])[CH:12]=4)[CH:9]=3)[N:4]([S:33]([C:36]3[CH:42]=[CH:41][C:39]([CH3:40])=[CH:38][CH:37]=3)(=[O:35])=[O:34])[CH:3]=2)[CH:50]=[N:49]1, predict the reactants needed to synthesize it. The reactants are: I[C:2]1[C:10]2[C:5](=[N:6][CH:7]=[C:8]([C:11]3[CH:16]=[CH:15][C:14]([N:17]4[CH2:22][CH2:21][N:20]([C:23]([O:25][C:26]([CH3:29])([CH3:28])[CH3:27])=[O:24])[CH2:19][CH2:18]4)=[C:13]([N+:30]([O-:32])=[O:31])[CH:12]=3)[CH:9]=2)[N:4]([S:33]([C:36]2[CH:42]=[CH:41][C:39]([CH3:40])=[CH:38][CH:37]=2)(=[O:35])=[O:34])[CH:3]=1.[F:43][C:44]1[CH:45]=[C:46]([CH:62]=[CH:63][CH:64]=1)[CH2:47][N:48]1[CH:52]=[C:51](B2OC(C)(C)C(C)(C)O2)[CH:50]=[N:49]1.C(=O)([O-])[O-].[Na+].[Na+]. (5) Given the product [Cl:1][C:2]1[CH:3]=[C:4]([NH2:17])[CH:5]=[CH:6][C:7]=1[O:8][CH2:9][C:10]1[CH:15]=[CH:14][CH:13]=[C:12]([CH3:16])[N:11]=1, predict the reactants needed to synthesize it. The reactants are: [Cl:1][C:2]1[CH:3]=[C:4]([N+:17]([O-])=O)[CH:5]=[CH:6][C:7]=1[O:8][CH2:9][C:10]1[CH:15]=[CH:14][CH:13]=[C:12]([CH3:16])[N:11]=1.